This data is from Forward reaction prediction with 1.9M reactions from USPTO patents (1976-2016). The task is: Predict the product of the given reaction. (1) Given the reactants COC([N:5]1[CH2:9][CH:8]([C:10]2[C:18]3[C:13](=[CH:14][C:15]([F:19])=[CH:16][CH:17]=3)[NH:12][CH:11]=2)[CH:7]2[N:20]([C:23](=[O:39])[CH:24]([NH:31][C:32]([O:34][C:35]([CH3:38])([CH3:37])[CH3:36])=[O:33])[CH:25]3[CH2:30][CH2:29][CH2:28][CH2:27][CH2:26]3)[CH2:21][CH2:22][CH:6]12)=O.CCN(C(C)C)C(C)C.[CH3:49][S:50](Cl)(=[O:52])=[O:51], predict the reaction product. The product is: [C:35]([O:34][C:32](=[O:33])[NH:31][CH:24]([CH:25]1[CH2:26][CH2:27][CH2:28][CH2:29][CH2:30]1)[C:23]([N:20]1[CH2:21][CH2:22][CH:6]2[N:5]([S:50]([CH3:49])(=[O:52])=[O:51])[CH2:9][CH:8]([C:10]3[C:18]4[C:13](=[CH:14][C:15]([F:19])=[CH:16][CH:17]=4)[NH:12][CH:11]=3)[CH:7]12)=[O:39])([CH3:38])([CH3:37])[CH3:36]. (2) Given the reactants [P:1]([Cl:5])(Cl)([Cl:3])=[O:2].[C:6]1([OH:12])[CH:11]=[CH:10][CH:9]=[CH:8][CH:7]=1.C(N(CC)CC)C, predict the reaction product. The product is: [P:1]([Cl:5])([Cl:3])(=[O:2])[O:12][C:6]1[CH:11]=[CH:10][CH:9]=[CH:8][CH:7]=1. (3) Given the reactants OC1C=C[C:5]([C:6](NN)=[O:7])=CC=1.[N+]([O-])([O-])=O.[Bi+3].[N+]([O-])([O-])=O.[N+]([O-])([O-])=[O:22].[C:25]([CH:28]([CH:30]([C:32]([O-:34])=O)[OH:31])[OH:29])([O-:27])=O.[Na+].[K+], predict the reaction product. The product is: [O:22]=[CH:5][C@@H:6]([C@H:32]([C@@H:30]([C@@H:28]([CH2:25][OH:27])[OH:29])[OH:31])[OH:34])[OH:7]. (4) Given the reactants [Cl:1][C:2]1[CH:7]=[C:6]([O:8][C:9]2[CH:14]=[CH:13][C:12]([Cl:15])=[CH:11][CH:10]=2)[CH:5]=[CH:4][C:3]=1[C:16](=[O:23])[CH2:17][N:18]1[CH:22]=[N:21][CH:20]=[N:19]1.[Br-].[Mg+2].[Br-].[CH2:27]([Mg]Cl)[CH2:28][CH2:29][CH3:30].[NH4+].[Cl-].Cl, predict the reaction product. The product is: [Cl:1][C:2]1[CH:7]=[C:6]([O:8][C:9]2[CH:10]=[CH:11][C:12]([Cl:15])=[CH:13][CH:14]=2)[CH:5]=[CH:4][C:3]=1[C:16]([OH:23])([CH2:27][CH2:28][CH2:29][CH3:30])[CH2:17][N:18]1[CH:22]=[N:21][CH:20]=[N:19]1.